From a dataset of Forward reaction prediction with 1.9M reactions from USPTO patents (1976-2016). Predict the product of the given reaction. (1) Given the reactants FC(F)(F)C(O)=O.[Cl:8][C:9]1[CH:10]=[CH:11][C:12]([O:41][CH3:42])=[C:13]([C:15]2[C:19]([NH:20][C:21]([C:23]3[C:31]4[N:30]=[CH:29][N:28]=[CH:27][C:26]=4[NH:25][N:24]=3)=[O:22])=[CH:18][N:17]([CH:32]([CH3:40])[C:33]([O:35]C(C)(C)C)=[O:34])[N:16]=2)[CH:14]=1, predict the reaction product. The product is: [Cl:8][C:9]1[CH:10]=[CH:11][C:12]([O:41][CH3:42])=[C:13]([C:15]2[C:19]([NH:20][C:21]([C:23]3[C:31]4[N:30]=[CH:29][N:28]=[CH:27][C:26]=4[NH:25][N:24]=3)=[O:22])=[CH:18][N:17]([CH:32]([CH3:40])[C:33]([OH:35])=[O:34])[N:16]=2)[CH:14]=1. (2) The product is: [CH2:16]([N:12]1[C:7]2[N:8]=[C:9]([CH3:11])[S:10][C:6]=2[C:4](=[O:3])[NH:15][C:13]1=[O:14])[C:17]1[CH:22]=[CH:21][CH:20]=[CH:19][CH:18]=1. Given the reactants C([O:3][C:4]([C:6]1[S:10][C:9]([CH3:11])=[N:8][C:7]=1[N:12]([CH2:16][C:17]1[CH:22]=[CH:21][CH:20]=[CH:19][CH:18]=1)[C:13]([NH2:15])=[O:14])=O)C.C[O-].[Na+], predict the reaction product. (3) Given the reactants C[O:2][C:3]([C:5]1[CH:10]=[CH:9][C:8]([C:11]2[CH:16]=[CH:15][CH:14]=[CH:13][C:12]=2[Cl:17])=[CH:7][CH:6]=1)=[O:4].[OH-].[Na+].Cl, predict the reaction product. The product is: [Cl:17][C:12]1[CH:13]=[CH:14][CH:15]=[CH:16][C:11]=1[C:8]1[CH:9]=[CH:10][C:5]([C:3]([OH:4])=[O:2])=[CH:6][CH:7]=1. (4) Given the reactants [Br:1][C:2]1[CH:3]=[C:4]([OH:8])[CH:5]=[CH:6][CH:7]=1.[Al+3].[Cl-].[Cl-].[Cl-].[C:13](Cl)(=[O:16])[CH2:14][CH3:15].Cl, predict the reaction product. The product is: [Br:1][C:2]1[CH:7]=[CH:6][C:5]([C:13](=[O:16])[CH2:14][CH3:15])=[C:4]([OH:8])[CH:3]=1. (5) Given the reactants [F:1][C:2]1[CH:3]=[C:4]([C:9]2[N:10]([CH3:15])[C:11](=[S:14])[NH:12][N:13]=2)[CH:5]=[CH:6][C:7]=1[F:8].Br[CH2:17][CH2:18][CH2:19][Cl:20].C(O)(=O)C, predict the reaction product. The product is: [Cl:20][CH2:19][CH2:18][CH2:17][S:14][C:11]1[N:10]([CH3:15])[C:9]([C:4]2[CH:5]=[CH:6][C:7]([F:8])=[C:2]([F:1])[CH:3]=2)=[N:13][N:12]=1. (6) Given the reactants Br[C:2]1[C:3]([NH:5][C:6](=[O:8])[CH:7]=1)=[O:4].C([O-])(=O)C.[Na+].[CH2:14]([SH:17])[CH2:15][SH:16], predict the reaction product. The product is: [S:16]1[C:2]2([CH2:7][C:6](=[O:8])[NH:5][C:3]2=[O:4])[S:17][CH2:14][CH2:15]1.